From a dataset of Forward reaction prediction with 1.9M reactions from USPTO patents (1976-2016). Predict the product of the given reaction. (1) Given the reactants C([O:4][C@@H:5]1[C@H:9]([O:10]C(=O)C)[C@@H:8]([C:14]#[CH:15])[O:7][C@H:6]1[N:16]1[CH:24]=[N:23][C:22]2[C:17]1=[N:18][CH:19]=[N:20][C:21]=2Cl)(=O)C.[CH:26]([O:29][C@H:30]1[CH2:35][CH2:34][C@H:33]([NH2:36])[CH2:32][CH2:31]1)=[CH:27][CH3:28], predict the reaction product. The product is: [C:14]([C@H:8]1[O:7][C@@H:6]([N:16]2[CH:24]=[N:23][C:22]3[C:17]2=[N:18][CH:19]=[N:20][C:21]=3[NH:36][C@H:33]2[CH2:32][CH2:31][C@H:30]([O:29][CH:26]=[CH:27][CH3:28])[CH2:35][CH2:34]2)[C@H:5]([OH:4])[C@@H:9]1[OH:10])#[CH:15]. (2) Given the reactants [N:1]1([C:7]([N:9]2[CH2:14][CH:13]([C:15]3[CH:20]=[CH:19][C:18]([O:21][C:22]([F:25])([F:24])[F:23])=[CH:17][CH:16]=3)[CH2:12][CH:11]([C:26]([OH:28])=O)[CH2:10]2)=[O:8])[CH2:6][CH2:5][O:4][CH2:3][CH2:2]1.O[NH:30][C:31]([C:33]1[CH:38]=[CH:37][CH:36]=[CH:35][CH:34]=1)=[NH:32], predict the reaction product. The product is: [C:33]1([C:31]2[N:32]=[C:26]([CH:11]3[CH2:12][CH:13]([C:15]4[CH:20]=[CH:19][C:18]([O:21][C:22]([F:23])([F:25])[F:24])=[CH:17][CH:16]=4)[CH2:14][N:9]([C:7]([N:1]4[CH2:6][CH2:5][O:4][CH2:3][CH2:2]4)=[O:8])[CH2:10]3)[O:28][N:30]=2)[CH:38]=[CH:37][CH:36]=[CH:35][CH:34]=1. (3) Given the reactants [Cl:1][C:2]1[CH:3]=[C:4]([C:8]2[N:9]=[C:10]([N:16]3[C:20]4[CH:21]=[C:22]([CH:27]=O)[C:23]([O:25][CH3:26])=[CH:24][C:19]=4[N:18]=[CH:17]3)[S:11][C:12]=2[C:13]([NH2:15])=[O:14])[CH:5]=[CH:6][CH:7]=1.[CH3:29][N:30]1[CH2:35][CH2:34][NH:33][CH2:32][CH2:31]1.C(O[BH-](OC(=O)C)OC(=O)C)(=O)C.[Na+], predict the reaction product. The product is: [Cl:1][C:2]1[CH:3]=[C:4]([C:8]2[N:9]=[C:10]([N:16]3[C:20]4[CH:21]=[C:22]([CH2:27][N:33]5[CH2:34][CH2:35][N:30]([CH3:29])[CH2:31][CH2:32]5)[C:23]([O:25][CH3:26])=[CH:24][C:19]=4[N:18]=[CH:17]3)[S:11][C:12]=2[C:13]([NH2:15])=[O:14])[CH:5]=[CH:6][CH:7]=1. (4) Given the reactants [N:1]1[CH:6]=[CH:5][CH:4]=[CH:3][C:2]=1[O:7][CH2:8][C:9]1[CH:27]=[CH:26][C:12]([CH2:13][C:14]2[CH:18]=[C:17]([C:19]3[C:20]([NH2:25])=[N:21][CH:22]=[CH:23][CH:24]=3)[O:16][N:15]=2)=[CH:11][CH:10]=1.[C:28]([O:32][C:33](=[O:48])[C@@H:34]([NH:40][C:41]([O:43][C:44]([CH3:47])([CH3:46])[CH3:45])=[O:42])[CH2:35][CH2:36][C:37](O)=[O:38])([CH3:31])([CH3:30])[CH3:29].C(N(CC)CC)C.F[P-](F)(F)(F)(F)F.N1(OC(N(C)C)=[N+](C)C)C2N=CC=CC=2N=N1, predict the reaction product. The product is: [C:28]([O:32][C:33](=[O:48])[C@@H:34]([NH:40][C:41]([O:43][C:44]([CH3:47])([CH3:46])[CH3:45])=[O:42])[CH2:35][CH2:36][C:37](=[O:38])[NH:25][C:20]1[C:19]([C:17]2[O:16][N:15]=[C:14]([CH2:13][C:12]3[CH:26]=[CH:27][C:9]([CH2:8][O:7][C:2]4[CH:3]=[CH:4][CH:5]=[CH:6][N:1]=4)=[CH:10][CH:11]=3)[CH:18]=2)=[CH:24][CH:23]=[CH:22][N:21]=1)([CH3:31])([CH3:30])[CH3:29].